Binary Classification. Given a T-cell receptor sequence (or CDR3 region) and an epitope sequence, predict whether binding occurs between them. From a dataset of TCR-epitope binding with 47,182 pairs between 192 epitopes and 23,139 TCRs. (1) The TCR CDR3 sequence is CASGLTVGRRDEQFF. The epitope is DATYQRTRALVR. Result: 0 (the TCR does not bind to the epitope). (2) The epitope is LLQTGIHVRVSQPSL. The TCR CDR3 sequence is CSAQTSGSGEQYF. Result: 1 (the TCR binds to the epitope). (3) The epitope is RIFTIGTVTLK. Result: 1 (the TCR binds to the epitope). The TCR CDR3 sequence is CASSQEGPKDEQYF. (4) The epitope is VTEHDTLLY. The TCR CDR3 sequence is CASSQDGRAQGGEAFF. Result: 1 (the TCR binds to the epitope). (5) The epitope is FLPRVFSAV. The TCR CDR3 sequence is CASSLVGGYEQYF. Result: 1 (the TCR binds to the epitope). (6) Result: 0 (the TCR does not bind to the epitope). The TCR CDR3 sequence is CASSLPDDWETQYF. The epitope is RLRPGGKKR. (7) The epitope is FLPRVFSAV. The TCR CDR3 sequence is CASSPQGPFNEQFF. Result: 1 (the TCR binds to the epitope). (8) The epitope is NLVPMVATV. The TCR CDR3 sequence is CASSEDREVSEQYF. Result: 1 (the TCR binds to the epitope).